From a dataset of Full USPTO retrosynthesis dataset with 1.9M reactions from patents (1976-2016). Predict the reactants needed to synthesize the given product. (1) The reactants are: F[C:2]1[C:7]([C:8]2[N:16]=[CH:15][N:14]=[C:13]3[C:9]=2[N:10]=[CH:11][N:12]3[CH:17]2[CH2:22][CH2:21][CH2:20][CH2:19][O:18]2)=[CH:6][CH:5]=[CH:4][N:3]=1.[CH3:23][C:24]1[C:33]([NH2:34])=[C:32]2[C:27]([C:28]([S:35][CH3:36])=[N:29][CH:30]=[N:31]2)=[CH:26][CH:25]=1.[Li+].C[Si]([N-][Si](C)(C)C)(C)C.C1COCC1. Given the product [CH3:23][C:24]1[C:33]([NH:34][C:2]2[C:7]([C:8]3[N:16]=[CH:15][N:14]=[C:13]4[C:9]=3[N:10]=[CH:11][N:12]4[CH:17]3[CH2:22][CH2:21][CH2:20][CH2:19][O:18]3)=[CH:6][CH:5]=[CH:4][N:3]=2)=[C:32]2[C:27]([C:28]([S:35][CH3:36])=[N:29][CH:30]=[N:31]2)=[CH:26][CH:25]=1, predict the reactants needed to synthesize it. (2) Given the product [ClH:1].[ClH:36].[NH2:23][CH2:22][C:14]1[N:13]=[C:12]([N:11]([C:4]2[CH:3]=[C:2]([Cl:1])[C:7]([O:8][CH3:9])=[C:6]([Cl:10])[CH:5]=2)[CH3:34])[C:21]2[C:16](=[CH:17][CH:18]=[CH:19][CH:20]=2)[N:15]=1, predict the reactants needed to synthesize it. The reactants are: [Cl:1][C:2]1[CH:3]=[C:4]([N:11]([CH3:34])[C:12]2[C:21]3[C:16](=[CH:17][CH:18]=[CH:19][CH:20]=3)[N:15]=[C:14]([CH2:22][N:23]3C(=O)C4C(=CC=CC=4)C3=O)[N:13]=2)[CH:5]=[C:6]([Cl:10])[C:7]=1[O:8][CH3:9].Cl.[Cl:36]CC1N=C(N(C2C=C(Cl)C(OC)=C(Cl)C=2)C)C2C(=CC=CC=2)N=1.C([O-])([O-])=O.[K+].[K+].C1(=O)NC(=O)C2=CC=CC=C12.[K]. (3) Given the product [C:27]([O:31][C@H:32]([CH3:45])[C@@H:33]([C:34]1[O:20][N:19]=[C:17]([C@@H:10]2[CH2:11][C:12](=[N:14][O:15][CH3:16])[CH2:13][N:9]2[C:7]([C:4]2[CH:3]=[CH:2][C:1]([C:21]3[CH:26]=[CH:25][CH:24]=[CH:23][CH:22]=3)=[CH:6][CH:5]=2)=[O:8])[N:18]=1)[NH:37][C:38]([O:40][C:41]([CH3:44])([CH3:43])[CH3:42])=[O:39])([CH3:30])([CH3:29])[CH3:28], predict the reactants needed to synthesize it. The reactants are: [C:1]1([C:21]2[CH:26]=[CH:25][CH:24]=[CH:23][CH:22]=2)[CH:6]=[CH:5][C:4]([C:7]([N:9]2[CH2:13][C:12](=[N:14][O:15][CH3:16])[CH2:11][C@H:10]2[C:17](=[N:19][OH:20])[NH2:18])=[O:8])=[CH:3][CH:2]=1.[C:27]([O:31][C@H:32]([CH3:45])[C@H:33]([NH:37][C:38]([O:40][C:41]([CH3:44])([CH3:43])[CH3:42])=[O:39])[C:34](O)=O)([CH3:30])([CH3:29])[CH3:28]. (4) Given the product [CH3:41][C:3]([CH3:42])([O:4][C:5]1[CH:6]=[CH:7][C:8]([N:11]2[C:16](=[O:17])[C:15]([CH2:18][C:19]3[CH:24]=[CH:23][C:22]([C:25]4[CH:30]=[CH:29][CH:28]=[CH:27][C:26]=4[C:31]4[NH:35][C:34](=[O:36])[O:33][N:32]=4)=[CH:21][CH:20]=3)=[C:14]([CH2:37][CH2:38][CH3:39])[N:13]=[C:12]2[CH3:40])=[CH:9][CH:10]=1)[C:2](=[O:1])[CH3:43], predict the reactants needed to synthesize it. The reactants are: [OH:1][CH:2]([CH3:43])[C:3]([CH3:42])([CH3:41])[O:4][C:5]1[CH:10]=[CH:9][C:8]([N:11]2[C:16](=[O:17])[C:15]([CH2:18][C:19]3[CH:24]=[CH:23][C:22]([C:25]4[CH:30]=[CH:29][CH:28]=[CH:27][C:26]=4[C:31]4[NH:35][C:34](=[O:36])[O:33][N:32]=4)=[CH:21][CH:20]=3)=[C:14]([CH2:37][CH2:38][CH3:39])[N:13]=[C:12]2[CH3:40])=[CH:7][CH:6]=1.CC(OI1(OC(C)=O)(OC(C)=O)OC(=O)C2C1=CC=CC=2)=O.C(OCC)(=O)C.S([O-])([O-])(=O)=S.[Na+].[Na+]. (5) Given the product [CH2:36]([O:43][C:44](=[O:45])[NH:46][C@@H:47]([CH:51]1[CH2:52][CH2:53][C:54]([F:58])([F:57])[CH2:55][CH2:56]1)[C:48]([N:17]1[C@H:16]([C:14](=[O:15])[NH:13][C@H:6]2[C:7]3[C:12](=[CH:11][CH:10]=[CH:9][CH:8]=3)[O:3][CH2:4][CH2:5]2)[CH2:21][N:20]2[CH2:22][C@@:23]([OH:26])([CH3:25])[CH2:24][C@@H:19]2[CH2:18]1)=[O:49])[C:37]1[CH:38]=[CH:39][CH:40]=[CH:41][CH:42]=1, predict the reactants needed to synthesize it. The reactants are: Cl.Cl.[O:3]1[C:12]2[C:7](=[CH:8][CH:9]=[CH:10][CH:11]=2)[C@H:6]([NH:13][C:14]([C@@H:16]2[CH2:21][N:20]3[CH2:22][C@@:23]([OH:26])([CH3:25])[CH2:24][C@@H:19]3[CH2:18][NH:17]2)=[O:15])[CH2:5][CH2:4]1.C(N(C(C)C)C(C)C)C.[CH2:36]([O:43][C:44]([NH:46][C@@H:47]([CH:51]1[CH2:56][CH2:55][C:54]([F:58])([F:57])[CH2:53][CH2:52]1)[C:48](O)=[O:49])=[O:45])[C:37]1[CH:42]=[CH:41][CH:40]=[CH:39][CH:38]=1.F[P-](F)(F)(F)(F)F.N1(OC(N(C)C)=[N+](C)C)C2N=CC=CC=2N=N1.